From a dataset of Full USPTO retrosynthesis dataset with 1.9M reactions from patents (1976-2016). Predict the reactants needed to synthesize the given product. The reactants are: [CH3:1][O:2][C:3]1[CH:10]=[C:9]([CH3:11])[CH:8]=[CH:7][C:4]=1[C:5]#[N:6].[Br:12]N1C(=O)CCC1=O. Given the product [Br:12][CH2:11][C:9]1[CH:8]=[CH:7][C:4]([C:5]#[N:6])=[C:3]([O:2][CH3:1])[CH:10]=1, predict the reactants needed to synthesize it.